Dataset: Experimentally validated miRNA-target interactions with 360,000+ pairs, plus equal number of negative samples. Task: Binary Classification. Given a miRNA mature sequence and a target amino acid sequence, predict their likelihood of interaction. (1) The miRNA is hsa-miR-4768-5p with sequence AUUCUCUCUGGAUCCCAUGGAU. The protein sequence of the target gene is MEQGSGRLEDFPVNVFSVTPYTPSTADIQVSDDDKAGATLLFSGIFLGLVGITFTVMGWIKYQGVSHFEWTQLLGPVLLSVGVTFILIAVCKFKMLSCQLCKESEERVPDSEQTPGGPSFVFTGINQPITFHGATVVQYIPPPYGSPEPMGINTSYLQSVVSPCGLITSGGAAAAMSSPPQYYTIYPQDNSAFVVDEGCLSFTDGGNHRPNPDVDQLEETQLEEEACACFSPPPYEEIYSLPR. Result: 1 (interaction). (2) The miRNA is hsa-miR-335-5p with sequence UCAAGAGCAAUAACGAAAAAUGU. The protein sequence of the target gene is MPQEQYTHHRSTMPGSVGPQVYKVGIYGWRKRCLYFFVLLLMILILVNLAMTIWILKVMNFTIDGMGNLRITEKGLKLEGDSEFLQPLYAKEIQSRPGNALYFKSARNVTVNILNDQTKVLTQLITGPKAVEAYGKKFEVKTVSGKLLFSADNNEVVVGAERLRVLGAEGTVFPKSIETPNVRADPFKELRLESPTRSLVMEAPKGVEINAEAGNMEATCRTELRLESKDGEIKLDAAKIRLPRLPHGSYTPTGTRQKVFEICVCANGRLFLSQAGAGSTCQINTSVCL. Result: 1 (interaction). (3) The protein sequence of the target gene is MNREDRNVLRMKERERRNQEIQQGEDAFPPSSPLFAEPYKVTSKEDKLSSRIQSMLGNYDEMKDYIGDRSIPKLVAIPKPAVPTTTDEKANPNFFEQRHGGSHQSSKWTPVGPAPSTSQSQKRSSALQSGHSSQRSGAGGSGASSSGQRHDRDSYSSSRKKGQHGSEHSKSRSSSPGKPQAVSSLSSSHSRSHGNDHHSKEHQRSKSPRDPDANWDSPSRGPFSSGQHSSQSFPPSLMSKSSSMLQKPTAYVRPMDGQESVEPKLSSEHYSSQSHGNSMTELKPSSKAHLTKLKIPSRPL.... The miRNA is hsa-miR-136-3p with sequence CAUCAUCGUCUCAAAUGAGUCU. Result: 0 (no interaction). (4) The miRNA is hsa-miR-26b-5p with sequence UUCAAGUAAUUCAGGAUAGGU. The protein sequence of the target gene is MAVTTRLTWLHEKILQNHFGGKRLSLLYKGSVHGFRNGVLLDRCCNQGPTLTVIYSEDHIIGAYAEESYQEGKYASIILFALQDTKISEWKLGLCTPETLFCCDVTKYNSPTNFQIDGRNRKVIMDLKTMENLGLAQNCTISIQDYEVFRCEDSLDERKIKGVIELRKSLLSALRTYEPYGSLVQQIRILLLGPIGAGKSSFFNSVRSVFQGHVTHQALVGTNTTGISEKYRTYSIRDGKDGKYLPFILCDSLGLSEKEGGLCRDDIFYILNGNIRDRYQFNPMESIKLNHHDYIDSPSL.... Result: 1 (interaction).